This data is from Acute oral toxicity (LD50) regression data from Zhu et al.. The task is: Regression/Classification. Given a drug SMILES string, predict its toxicity properties. Task type varies by dataset: regression for continuous values (e.g., LD50, hERG inhibition percentage) or binary classification for toxic/non-toxic outcomes (e.g., AMES mutagenicity, cardiotoxicity, hepatotoxicity). Dataset: ld50_zhu. (1) The compound is Cc1ccn(C(N)=O)n1. The rat oral LD50 is 2.06, given as -log10 of the dose in mol/kg body weight (higher means more acutely toxic). (2) The drug is Cn1cnc([N+](=O)[O-])c1Sc1[nH]cnc2ncnc1-2. The rat oral LD50 is 2.71, given as -log10 of the dose in mol/kg body weight (higher means more acutely toxic). (3) The compound is NC(=S)Nc1ccc(-c2ccc(NC(N)=S)cc2)cc1. The rat oral LD50 is 3.18, given as -log10 of the dose in mol/kg body weight (higher means more acutely toxic). (4) The drug is CNc1nc(Cl)c(SC)c(N2CCN(C)CC2)n1. The rat oral LD50 is 2.56, given as -log10 of the dose in mol/kg body weight (higher means more acutely toxic).